From a dataset of Antibody developability classification from SAbDab with 2,409 antibodies. Regression/Classification. Given an antibody's heavy chain and light chain sequences, predict its developability. TAP uses regression for 5 developability metrics; SAbDab uses binary classification. (1) The antibody is ['EVQLVESGGGLVQPGGSLRLSCAASGYTFTNYGMNWVRQAPGKGLEWVGWINTYTGEPTYAADFKRRFTFSLDTSKSTAYLQMNSLRAEDTAVYYCAKYPHYYGSSHWYFDVWGQGTLVTVSS', 'DIQMTQSPSSLSASVGDRVTITCSASQDISNYLNWYQQKPGKAPKVLIYFTSSLHSGVPSRFSGSGSGTDFTLTISSLQPEDFATYYCQQYSTVPWTFGQGTKVEIK']. Result: 0 (not developable). (2) The antibody is ['EVQLVESGGGLVQPGGSLRLSCAASGFNFSSSYIHWVRQAPGKGLEWVAYISSYSGYTSYADSVKGRFTISADTSKNTAYLQMNSLRAEDTAVYYCARTPWWYWSGLDYWGQGTLVTVSS', 'DIQMTQSPSSLSASVGDRVTITCRASQSVSSAVAWYQQKPGKAPKLLIYSASSLYSGVPSRFSGSRSGTDFTLTISSLQPEDFATYYCQQSSYIPVTFGQGTKVEIK']. Result: 0 (not developable). (3) The antibody is ['EVQLQQSGPELMKPGASVKISCKATGYTFSTSWIEWIKQRPGHGLEWIGEVLPGSGKSNHNANFKGRATFTADTASNTAYMQLSSLTSEDSAVYYCAREGSNNNALAYWGQGTLVTVSA', 'EIVLTQSPAIMSASPGEKVTMTCSASSSVSYMHWYQQKSGTSPKRWIYDSSRLASGVPSRFSGGGSGTSYSLTISNMEAEDAATYFCQNWRSSPTFGAGTKLELK']. Result: 1 (developable). (4) The antibody is ['EVQLVESGGGLVQPGRSLKLSCAASGFTFSNYGMAWVRQTPTKGLEWIASISAGGDKTYYGDSVKGRFSISRDNAKTTHYLQMDSLRSEDTATYYCAKTSRVYFDYWGQGVMVTVSS', 'EFVLTQPNSVSTNLGSTVKLSCKRSTGNIGSNYVNWYQQHEGRSPTTMIYRDDKRPDGVPDRFSGSIDRSSNSALLTINNVQTEDEADYFCHSYSSGIVFGGGTKLTVL']. Result: 1 (developable). (5) The antibody is ['QMQLLESGPGLVKPSETLSLTCTVSGGSIWGWIRQPPGKGLEWIGSIYSSGSTYYNPSLKSRVTTSVDTSKNQFSLRLSSVTAADTAVYYCVAWFGDLLSLKGVELWGQGTLVTVSS', 'QSELTQPPSASGTPGQRVTISCSGSSSNIGSNYVYWYQQLPGTAPKLLIYRNNQRPSGVPDRFSGSKSGTSASLAISGLRSEDEADYYCAAWDDSLSAWVFGGGTQLDIL']. Result: 0 (not developable). (6) The antibody is ['QVQLQQSGPGLVKPSQTLSLTCGISGDSVSSNSAAWNWLRQSPSRGLEWLGRTYYRSKWYNDYAVSMKSRITINPDTSRNQFSLQLNSVTPEDTAVYYCARDGEISYDYYYYGMDVWGRGTLVTVSS', 'QSVLTQPPSASGTPGQRVTISCSGSSSNIGNNGVNWYQQVPGKPPKLLIYYDDLLPSGVSDRFSGSKSGTSASLAISGLQSEDEADYYCEAWDDSLDGVVFGGGTKLTVL']. Result: 0 (not developable).